This data is from Drug-target binding data from BindingDB using Ki measurements. The task is: Regression. Given a target protein amino acid sequence and a drug SMILES string, predict the binding affinity score between them. We predict pKi (pKi = -log10(Ki in M); higher means stronger inhibition). Dataset: bindingdb_ki. (1) The small molecule is C[C@@H]1O[C@@H](Oc2c(-c3cc(O)c(O[C@@H]4OC[C@@H](O)[C@H](O)[C@H]4O)c(O)c3)oc3cc(O)cc(O)c3c2=O)[C@H](O[C@@H]2O[C@H](CO)[C@@H](O)[C@H](O)[C@H]2O[C@@H]2O[C@H](CO)[C@@H](O)[C@H](O)[C@H]2O)[C@H](O)[C@H]1O. The target protein (P04746) has sequence MKFFLLLFTIGFCWAQYSPNTQQGRTSIVHLFEWRWVDIALECERYLAPKGFGGVQVSPPNENVAIYNPFRPWWERYQPVSYKLCTRSGNEDEFRNMVTRCNNVGVRIYVDAVINHMCGNAVSAGTSSTCGSYFNPGSRDFPAVPYSGWDFNDGKCKTGSGDIENYNDATQVRDCRLTGLLDLALEKDYVRSKIAEYMNHLIDIGVAGFRLDASKHMWPGDIKAILDKLHNLNSNWFPAGSKPFIYQEVIDLGGEPIKSSDYFGNGRVTEFKYGAKLGTVIRKWNGEKMSYLKNWGEGWGFVPSDRALVFVDNHDNQRGHGAGGASILTFWDARLYKMAVGFMLAHPYGFTRVMSSYRWPRQFQNGNDVNDWVGPPNNNGVIKEVTINPDTTCGNDWVCEHRWRQIRNMVIFRNVVDGQPFTNWYDNGSNQVAFGRGNRGFIVFNNDDWSFSLTLQTGLPAGTYCDVISGDKINGNCTGIKIYVSDDGKAHFSISNSAED.... The pKi is 4.3. (2) The drug is CCOC(=O)c1c(C)oc(-c2ccc(C)cc2)c1CC(=O)c1ccc(C)cc1. The target protein sequence is MFSAGHKIKGTVVLMPKNELEVNPDGSAVDNLNAFLGRSVSLQLISATKADAHGKGKVGKDTFLEGINTSLPTLGAGESAFNIHFEWDGSMGIPGAFYIKNYMQVEFFLKSLTLEAISNQGTIRFVCNSWVYNTKLYKSVRIFFANHTYVPSETPAPLVEYREEELKSLRGNGTGERKEYDRIYDYDVYNDLGNPDKSEKLARPVLGGSSTFPYPRRGRTGRGPTVTDPNTEKQGEVFYVPRDENLGHLKSKDALEIGTKSLSQIVQPAFESAFDLKSTPIEFHSFQDVHDLYEGGIKLPRDVISTIIPLPVIKELYRTDGQHILKFPQPHVVQVSQSAWMTDEEFAREMIAGVNPCVIRGLEEFPPKSNLDPAIYGDQSSKITADSLDLDGYTMDEALGSRRLFMLDYHDIFMPYVRQINQLNSAKTYATRTILFLREDGTLKPVAIELSLPHSAGDLSAAVSQVVLPAKEGVESTIWLLAKAYVIVNDSCYHQLMSHW.... The pKi is 6.6. (3) The small molecule is CC1(C)CCCN(C(=O)c2ncc(C#Cc3ccccc3)cn2)C1. The target protein sequence is MVLLLILSVLLLKEDVRGSAQSSERRVVAHMPGDIIIGALFSVHHQPTVDKVHERKCGAVREQYGIQRVEAMLHTLERINSDPTLLPNITLGCEIRDSCWHSAVALEQSIEFIRDSLISSEEEEGLVRCVDGSSSSFRSKKPIVGVIGPGSSSVAIQVQNLLQLFNIPQIAYSATSMDLSDKTLFKYFMRVVPSDAQQARAMVDIVKRYNWTYVSAVHTEGNYGESGMEAFKDMSAKEGICIAHSYKIYSNAGEQSFDKLLKKLTSHLPKARVVACFCEGMTVRGLLMAMRRLGLAGEFLLLGSDGWADRYDVTDGYQREAVGGITIKLQSPDVKWFDDYYLKLRPETNHRNPWFQEFWQHRFQCRLEGFPQENSKYNKTCNSSLTLKTHHVQDSKMGFVINAIYSMAYGLHNMQMSLCPGYAGLCDAMKPIDGRKLLESLMKTNFTGVSGDTILFDENGDSPGRYEIMNFKEMGKDYFDYINVGSWDNGELKMDDDEVW.... The pKi is 6.5. (4) The drug is COC(=O)[C@H](Cc1ccccc1)O[P@@](=O)(O)[C@H](CC(C)C)NC(=O)[C@@H](NC(=O)C(NC(=O)CC(C)C)C(C)C)C(C)C. The target protein (P00798) has sequence AASGVATNTPTANDEEYITPVTIGGTTLNLNFDTGSADLWVFSTELPASQQSGHSVYNPSATGKELSGYTWSISYGDGSSASGNVFTDSVTVGGVTAHGQAVQAAQQISAQFQQDTNNDGLLGLAFSSINTVQPQSQTTFFDTVKSSLAQPLFAVALKHQQPGVYDFGFIDSSKYTGSLTYTGVDNSQGFWSFNVDSYTAGSQSGDGFSGIADTGTTLLLLDDSVVSQYYSQVSGAQQDSNAGGYVFDCSTNLPDFSVSISGYTATVPGSLINYGPSGDGSTCLGGIQSNSGIGFSIFGDIFLKSQYVVFDSDGPQLGFAPQA. The pKi is 5.5. (5) The small molecule is CNC1Cc2cc(F)c(CNS(=O)(=O)c3cn(C)cn3)cc2C1Cc1ccccc1. The target protein sequence is MVGKGAKGMLNGAVPSEATKRDQNLKRGNWGNQIEFVLTSVGYAVGLGNVWRFPYLCYRNGGGAFMFPYFIMLIFCGIPLFFMELSFGQFASQGCLGVWRISPMFKGVGYGMMVVSTYIGIYYNVVICIAFYYFFSSMTHVLPWAYCNNPWNTHDCAGVLDASNLTNGSRPAALPSNLSHLLNHSLQRTSPSEEYWRLYVLKLSDDIGNFGEVRLPLLGCLGVSWLVVFLCLIRGVKSSGKVVYFTATFPYVVLTILFVRGVTLEGAFDGIMYYLTPQWDKILEAKVWGDAASQIFYSLGCAWGGLITMASYNKFHNNCYRDSVIISITNCATSVYAGFVIFSILGFMANHLGVDVSRVADHGPGLAFVAYPEALTLLPISPLWSLLFFFMLILLGLGTQFCLLETLVTAIVDEVGNEWILQKKTYVTLGVAVAGFLLGIPLTSQAGIYWLLLMDNYAASFSLVVISCIMCVAIMYIYGHRNYFQDIQMMLGFPPPLFFQ.... The pKi is 8.0. (6) The small molecule is CCCCOc1ccc(C(=O)n2c(C)c(CC(=O)O)c3ccccc32)cc1. The target protein sequence is MDNFLNDSKLMEDCKSRQWLLSGESPAISSVMFSAGVLGNLIALALLARRWRGDTGCSAGSRTSISLFHVLVTELVLTDLLGTCLISPVVLASYSRNQTLVALAPESHACTYFAFTMTFFSLATMLMLFAMALERYLSIGYPYFYRRHLSRRGGLAVLPVIYGASLLFCSLPLLNYGEYVQYCPGTWCFIRHGRTAYLQLYATMLLLLIVAVLACNISVILNLIRMHRRSRRSRCGLSGSSLRGPGSRRRGERTSMAEETDHLILLAIMTITFAICSLPFTIFAYMDETSSLKEKWDLRALRFLSVNSIIDPWVFAILRPPVLRLMRSVLCCRTSLRTQEAQQTSCSTQSSASKQTDLCGQL. The pKi is 5.7.